Dataset: Full USPTO retrosynthesis dataset with 1.9M reactions from patents (1976-2016). Task: Predict the reactants needed to synthesize the given product. Given the product [Cl:6][C:7]1[C:8]([CH:13]([NH2:30])[C:14]2[CH:23]=[C:22]3[C:17]([CH:18]=[CH:19][C:20]([C:24]4[CH:29]=[CH:28][CH:27]=[CH:26][CH:25]=4)=[N:21]3)=[CH:16][CH:15]=2)=[N:9][CH:10]=[CH:11][N:12]=1.[Cl:6][C:7]1[C:8]2[N:9]([CH:31]([CH:33]3[CH2:36][CH2:35][CH2:34]3)[NH:30][C:13]=2[C:14]2[CH:23]=[C:22]3[C:17]([CH:18]=[CH:19][C:20]([C:24]4[CH:29]=[CH:28][CH:27]=[CH:26][CH:25]=4)=[N:21]3)=[CH:16][CH:15]=2)[CH:10]=[CH:11][N:12]=1, predict the reactants needed to synthesize it. The reactants are: O=P(Cl)(Cl)Cl.[Cl:6][C:7]1[C:8]([CH:13]([NH:30][C:31]([CH:33]2[CH2:36][CH2:35][CH2:34]2)=O)[C:14]2[CH:23]=[C:22]3[C:17]([CH:18]=[CH:19][C:20]([C:24]4[CH:29]=[CH:28][CH:27]=[CH:26][CH:25]=4)=[N:21]3)=[CH:16][CH:15]=2)=[N:9][CH:10]=[CH:11][N:12]=1.N.CC(O)C.